This data is from Catalyst prediction with 721,799 reactions and 888 catalyst types from USPTO. The task is: Predict which catalyst facilitates the given reaction. (1) Reactant: CC(S([NH:7][C@H:8]([C:17]1[CH:22]=[CH:21][C:20]([C:23]([F:26])([F:25])[F:24])=[CH:19][CH:18]=1)[CH2:9][CH2:10][C:11]1[CH:16]=[CH:15][CH:14]=[CH:13][CH:12]=1)=O)(C)C.[ClH:27]. Product: [ClH:27].[C:11]1([CH2:10][CH2:9][C@H:8]([NH2:7])[C:17]2[CH:22]=[CH:21][C:20]([C:23]([F:25])([F:26])[F:24])=[CH:19][CH:18]=2)[CH:16]=[CH:15][CH:14]=[CH:13][CH:12]=1. The catalyst class is: 71. (2) Product: [Cl:1][C:2]1[C:3]([O:12][C:13]2[CH:18]=[C:17]([O:19][CH2:28][CH2:29][C:30]3([CH3:35])[O:34][CH2:33][CH2:32][O:31]3)[CH:16]=[CH:15][C:14]=2/[CH:20]=[CH:21]/[C:22]([O:24][CH2:25][CH3:26])=[O:23])=[N:4][CH:5]=[C:6]([C:8]([F:9])([F:11])[F:10])[CH:7]=1. Reactant: [Cl:1][C:2]1[C:3]([O:12][C:13]2[CH:18]=[C:17]([OH:19])[CH:16]=[CH:15][C:14]=2/[CH:20]=[CH:21]/[C:22]([O:24][CH2:25][CH3:26])=[O:23])=[N:4][CH:5]=[C:6]([C:8]([F:11])([F:10])[F:9])[CH:7]=1.Br[CH2:28][CH2:29][C:30]1([CH3:35])[O:34][CH2:33][CH2:32][O:31]1.C(=O)([O-])[O-].[K+].[K+].[I-].[Na+]. The catalyst class is: 145.